Dataset: Forward reaction prediction with 1.9M reactions from USPTO patents (1976-2016). Task: Predict the product of the given reaction. (1) Given the reactants [NH2:1]/[C:2](/[CH3:8])=[CH:3]\[C:4]([O:6][CH3:7])=[O:5].N1C=CC=CC=1.[F:15][C:16]1[CH:17]=[C:18]([CH2:22][CH2:23][C:24](Cl)=[O:25])[CH:19]=[CH:20][CH:21]=1, predict the reaction product. The product is: [F:15][C:16]1[CH:17]=[C:18]([CH2:22][CH2:23][C:24]([NH:1]/[C:2](/[CH3:8])=[CH:3]\[C:4]([O:6][CH3:7])=[O:5])=[O:25])[CH:19]=[CH:20][CH:21]=1. (2) Given the reactants CN(C(ON1N=NC2C=CC=NC1=2)=[N+](C)C)C.F[P-](F)(F)(F)(F)F.[NH2:25][C:26]1[C:27]([C:36]([OH:38])=O)=[CH:28][C:29]2[C:34]([CH:35]=1)=[CH:33][CH:32]=[CH:31][CH:30]=2.[NH2:39][C@@H:40]([C:49]1[CH:54]=[CH:53][CH:52]=[CH:51][CH:50]=1)[CH2:41][C:42]([O:44][C:45]([CH3:48])([CH3:47])[CH3:46])=[O:43].C(N(CC)C(C)C)(C)C.C([O-])(O)=O.[Na+], predict the reaction product. The product is: [NH2:25][C:26]1[C:27]([C:36]([NH:39][C@@H:40]([C:49]2[CH:54]=[CH:53][CH:52]=[CH:51][CH:50]=2)[CH2:41][C:42]([O:44][C:45]([CH3:48])([CH3:46])[CH3:47])=[O:43])=[O:38])=[CH:28][C:29]2[C:34]([CH:35]=1)=[CH:33][CH:32]=[CH:31][CH:30]=2.